Dataset: Forward reaction prediction with 1.9M reactions from USPTO patents (1976-2016). Task: Predict the product of the given reaction. (1) Given the reactants [CH3:1][C@@H:2]1[CH2:7][CH2:6][CH2:5][NH:4][C@@H:3]1[CH2:8][N:9]1[C:17](=[O:18])[C:16]2[C:11](=[CH:12][CH:13]=[CH:14][CH:15]=2)[C:10]1=[O:19].CCN(C(C)C)C(C)C.[F:29][C:30]1[CH:35]=[CH:34][C:33]([C:36]2[S:40][C:39]([CH3:41])=[N:38][C:37]=2[C:42](O)=[O:43])=[CH:32][CH:31]=1.CN(C(ON1N=NC2C=CC=NC1=2)=[N+](C)C)C.F[P-](F)(F)(F)(F)F, predict the reaction product. The product is: [F:29][C:30]1[CH:31]=[CH:32][C:33]([C:36]2[S:40][C:39]([CH3:41])=[N:38][C:37]=2[C:42]([N:4]2[CH2:5][CH2:6][CH2:7][C@@H:2]([CH3:1])[C@H:3]2[CH2:8][N:9]2[C:17](=[O:18])[C:16]3[C:11](=[CH:12][CH:13]=[CH:14][CH:15]=3)[C:10]2=[O:19])=[O:43])=[CH:34][CH:35]=1. (2) Given the reactants N1C=CC=CC=1.[CH3:7][S:8](Cl)(=[O:10])=[O:9].Cl.[OH:13][C:14]1[CH:37]=[CH:36][C:35]([O:38][CH:39]2[CH2:44][CH2:43][NH:42][CH2:41][CH2:40]2)=[CH:34][C:15]=1[C:16]([NH:18][C:19]1[CH:27]=[C:26]([C:28]2[CH:33]=[CH:32][CH:31]=[CH:30][CH:29]=2)[CH:25]=[CH:24][C:20]=1[C:21]([OH:23])=[O:22])=[O:17], predict the reaction product. The product is: [OH:13][C:14]1[CH:37]=[CH:36][C:35]([O:38][CH:39]2[CH2:40][CH2:41][N:42]([S:8]([CH3:7])(=[O:10])=[O:9])[CH2:43][CH2:44]2)=[CH:34][C:15]=1[C:16]([NH:18][C:19]1[CH:27]=[C:26]([C:28]2[CH:29]=[CH:30][CH:31]=[CH:32][CH:33]=2)[CH:25]=[CH:24][C:20]=1[C:21]([OH:23])=[O:22])=[O:17]. (3) Given the reactants [CH2:1]([C@H:3]([NH:10][C:11]([C:13]1[C:22]2[C:17](=[CH:18][CH:19]=[CH:20][CH:21]=2)[N:16]=[C:15]([C:23]2[CH:28]=[CH:27][CH:26]=[CH:25][CH:24]=2)[C:14]=1[O:29][CH2:30][CH2:31][NH2:32])=[O:12])[C:4]1[CH:9]=[CH:8][CH:7]=[CH:6][CH:5]=1)[CH3:2].C1C2C(COC([NH:50][CH2:51][C:52](Cl)=[O:53])=O)C3C(=CC=CC=3)C=2C=CC=1, predict the reaction product. The product is: [CH2:1]([C@H:3]([NH:10][C:11]([C:13]1[C:22]2[C:17](=[CH:18][CH:19]=[CH:20][CH:21]=2)[N:16]=[C:15]([C:23]2[CH:24]=[CH:25][CH:26]=[CH:27][CH:28]=2)[C:14]=1[O:29][CH2:30][CH2:31][NH:32][C:52](=[O:53])[CH2:51][NH2:50])=[O:12])[C:4]1[CH:9]=[CH:8][CH:7]=[CH:6][CH:5]=1)[CH3:2]. (4) Given the reactants [Cl:1][C:2]1[CH:3]=[C:4]([C:10]2[C:11]([CH3:25])=[N:12][N:13]([CH2:16][C:17]3[O:21][C:20]([C:22]([OH:24])=O)=[CH:19][CH:18]=3)[C:14]=2[CH3:15])[CH:5]=[CH:6][C:7]=1[C:8]#[N:9].C[CH2:27][N:28]=C=NCCCN(C)C.C1C=CC2N(O)N=NC=2C=1.CN.C1COCC1.Cl, predict the reaction product. The product is: [Cl:1][C:2]1[CH:3]=[C:4]([C:10]2[C:11]([CH3:25])=[N:12][N:13]([CH2:16][C:17]3[O:21][C:20]([C:22]([NH:28][CH3:27])=[O:24])=[CH:19][CH:18]=3)[C:14]=2[CH3:15])[CH:5]=[CH:6][C:7]=1[C:8]#[N:9].